Dataset: Reaction yield outcomes from USPTO patents with 853,638 reactions. Task: Predict the reaction yield, written as a fraction of the theoretical maximum amount of product (1.0 means a 100% yield; for example, 0.34 means a 34% yield). (1) The reactants are [CH:1]12[CH2:7][CH:4]([CH2:5][CH2:6]1)[CH2:3][CH:2]2[C:8]1[NH:12][C:11]2[C:13]([O:34]C)=[CH:14][CH:15]=[C:16]([C:17]([NH:19][CH:20]3[CH2:25][CH2:24][CH2:23][CH:22]([NH:26]C(=O)OC(C)(C)C)[CH2:21]3)=[O:18])[C:10]=2[N:9]=1.B(Br)(Br)Br. No catalyst specified. The product is [NH2:26][CH:22]1[CH2:23][CH2:24][CH2:25][CH:20]([NH:19][C:17]([C:16]2[C:10]3[N:9]=[C:8]([CH:2]4[CH2:3][CH:4]5[CH2:7][CH:1]4[CH2:6][CH2:5]5)[NH:12][C:11]=3[C:13]([OH:34])=[CH:14][CH:15]=2)=[O:18])[CH2:21]1. The yield is 0.400. (2) The reactants are [CH3:1][N:2]([CH3:17])[CH:3]1[CH2:8][CH2:7][C:6]([C:9]2[CH:10]=[C:11]([NH2:16])[CH:12]=[C:13]([F:15])[CH:14]=2)=[CH:5][CH2:4]1.[Cl:18][C:19]1[CH:27]=[C:26]([F:28])[CH:25]=[CH:24][C:20]=1[C:21](Cl)=[O:22]. The catalyst is O1CCOCC1. The product is [ClH:18].[Cl:18][C:19]1[CH:27]=[C:26]([F:28])[CH:25]=[CH:24][C:20]=1[C:21]([NH:16][C:11]1[CH:12]=[C:13]([F:15])[CH:14]=[C:9]([C:6]2[CH2:7][CH2:8][CH:3]([N:2]([CH3:17])[CH3:1])[CH2:4][CH:5]=2)[CH:10]=1)=[O:22]. The yield is 0.810. (3) The reactants are [CH:1]1([C:4]2[CH:9]=[CH:8][N:7]=[CH:6][C:5]=2[N:10]2[CH2:14][CH2:13][NH:12][C:11]2=[O:15])[CH2:3][CH2:2]1.Br[C:17]1[CH:22]=[CH:21][N:20]=[C:19]([C:23]([F:26])([F:25])[F:24])[CH:18]=1.CN[C@@H]1CCCC[C@H]1NC.P([O-])([O-])([O-])=O.[K+].[K+].[K+]. The catalyst is [Cu](I)I. The product is [CH:1]1([C:4]2[CH:9]=[CH:8][N:7]=[CH:6][C:5]=2[N:10]2[CH2:14][CH2:13][N:12]([C:17]3[CH:22]=[CH:21][N:20]=[C:19]([C:23]([F:26])([F:25])[F:24])[CH:18]=3)[C:11]2=[O:15])[CH2:3][CH2:2]1. The yield is 0.330. (4) The reactants are C(OC([C:6]1[NH:7][CH:8]=[C:9]2[C:14]=1[CH:13]1[CH2:15][CH2:16][CH:10]2[CH:11]=[CH:12]1)=O)C.[OH-].[K+]. The catalyst is C(O)CO. The product is [CH:6]1[NH:7][CH:8]=[C:9]2[C:14]=1[CH:13]1[CH2:15][CH2:16][CH:10]2[CH:11]=[CH:12]1. The yield is 0.704.